Dataset: Full USPTO retrosynthesis dataset with 1.9M reactions from patents (1976-2016). Task: Predict the reactants needed to synthesize the given product. The reactants are: O=[CH:2][C@@H:3]([CH2:5][OH:6])[OH:4].FC(F)(F)C(O)=O.[CH3:14][CH:15]([O:17][C:18]1[C:23]([C:24]#[N:25])=[CH:22][C:21]([C:26]2[O:30][N:29]=[C:28]([C:31]3[C:32]([CH3:41])=[C:33]4[C:38](=[CH:39][CH:40]=3)[CH2:37][NH:36][CH2:35][CH2:34]4)[N:27]=2)=[CH:20][N:19]=1)[CH3:16].C(O[BH-](OC(=O)C)OC(=O)C)(=O)C.[Na+].C(=O)([O-])O.[Na+]. Given the product [OH:4][C@H:3]([CH2:5][OH:6])[CH2:2][N:36]1[CH2:35][CH2:34][C:33]2[C:38](=[CH:39][CH:40]=[C:31]([C:28]3[N:27]=[C:26]([C:21]4[CH:22]=[C:23]([C:24]#[N:25])[C:18]([O:17][CH:15]([CH3:16])[CH3:14])=[N:19][CH:20]=4)[O:30][N:29]=3)[C:32]=2[CH3:41])[CH2:37]1, predict the reactants needed to synthesize it.